This data is from CYP2D6 inhibition data for predicting drug metabolism from PubChem BioAssay. The task is: Regression/Classification. Given a drug SMILES string, predict its absorption, distribution, metabolism, or excretion properties. Task type varies by dataset: regression for continuous measurements (e.g., permeability, clearance, half-life) or binary classification for categorical outcomes (e.g., BBB penetration, CYP inhibition). Dataset: cyp2d6_veith. (1) The drug is COc1ccccc1Nc1nc(-c2sc(NC(=O)c3ccc([N+](=O)[O-])cc3)nc2C)cs1. The result is 0 (non-inhibitor). (2) The compound is CCN(C(=O)CSc1nnc(Cc2cccc3ccccc23)n1N)C1CCS(=O)(=O)C1. The result is 0 (non-inhibitor). (3) The drug is Cc1noc(C)c1C(=O)N1CCC[C@@]2(CCN(C(=O)Nc3cccc(C#N)c3)C2)C1. The result is 0 (non-inhibitor). (4) The drug is OC[C@@H]1O[C@@H](n2cnc3c(NC4CCCCC4)ncnc32)[C@@H](O)[C@H]1O. The result is 0 (non-inhibitor). (5) The compound is O=C(O)c1cc(=O)[nH]c(SCc2ccccc2)n1. The result is 0 (non-inhibitor).